From a dataset of Forward reaction prediction with 1.9M reactions from USPTO patents (1976-2016). Predict the product of the given reaction. (1) Given the reactants [NH2:1][CH2:2][CH2:3][O:4][CH2:5][CH2:6][OH:7].[C:8](O[C:8]([O:10][C:11]([CH3:14])([CH3:13])[CH3:12])=[O:9])([O:10][C:11]([CH3:14])([CH3:13])[CH3:12])=[O:9], predict the reaction product. The product is: [C:11]([O:10][C:8](=[O:9])[NH:1][CH2:2][CH2:3][O:4][CH2:5][CH2:6][OH:7])([CH3:14])([CH3:13])[CH3:12]. (2) Given the reactants Br[CH2:2][CH2:3]/[CH:4]=[CH:5]\[CH2:6][CH2:7][CH2:8][CH2:9][CH3:10].[Mg].[CH2:12]([O:14]C=O)[CH3:13].[OH-].[K+], predict the reaction product. The product is: [CH3:10][CH2:9][CH2:8][CH2:7][CH2:6]/[CH:5]=[CH:4]\[CH2:3][CH2:2][CH:12]([OH:14])[CH2:13][CH2:2]/[CH:3]=[CH:4]\[CH2:5][CH2:6][CH2:7][CH2:8][CH3:9].